Dataset: Catalyst prediction with 721,799 reactions and 888 catalyst types from USPTO. Task: Predict which catalyst facilitates the given reaction. (1) Reactant: [CH:1]([C:3]1[CH:4]=[C:5]([C:8]([O:10][CH2:11][CH3:12])=[O:9])[NH:6][CH:7]=1)=O.[CH3:13][NH:14][CH3:15].C([BH3-])#N.[Na+].O. The catalyst class is: 5. Product: [CH3:13][N:14]([CH2:1][C:3]1[CH:4]=[C:5]([C:8]([O:10][CH2:11][CH3:12])=[O:9])[NH:6][CH:7]=1)[CH3:15]. (2) Reactant: [CH:1]([C:4]1[S:5][C:6]([C:10](OCC)=[O:11])=[C:7]([CH3:9])[N:8]=1)([CH3:3])[CH3:2].[H-].[Al+3].[Li+].[H-].[H-].[H-].O.O.O.O.O.O.O.O.O.O.S([O-])([O-])(=O)=O.[Na+].[Na+]. Product: [CH:1]([C:4]1[S:5][C:6]([CH2:10][OH:11])=[C:7]([CH3:9])[N:8]=1)([CH3:3])[CH3:2]. The catalyst class is: 1. (3) Reactant: [CH:1]1([C:10]2[O:11][CH2:12][C:13](=[O:20])[C:14]=2[C:15]([O:17][CH2:18][CH3:19])=[O:16])[C:9]2[C:4](=[CH:5][CH:6]=[CH:7][CH:8]=2)[CH2:3][NH:2]1.[NH:21]1[C:29]2[C:24](=[CH:25][CH:26]=[CH:27][N:28]=2)[C:23]([CH:30]=O)=[CH:22]1.N1CCC[C@H]1C(O)=O. Product: [NH:21]1[C:29]2=[N:28][CH:27]=[CH:26][CH:25]=[C:24]2[C:23]([CH:30]=[C:12]2[O:11][C:10]([CH:1]3[C:9]4[C:4](=[CH:5][CH:6]=[CH:7][CH:8]=4)[CH2:3][NH:2]3)=[C:14]([C:15]([O:17][CH2:18][CH3:19])=[O:16])[C:13]2=[O:20])=[CH:22]1. The catalyst class is: 8. (4) Reactant: [Br:1][C:2]1[CH:3]=[N:4][C:5](F)=[C:6]([CH:9]=1)[CH:7]=O.Cl.[CH3:12][NH:13][C:14]([NH2:16])=[NH:15].C(N(CC)CC)C. Product: [Br:1][C:2]1[CH:3]=[N:4][C:5]2[N:15]=[C:14]([NH:13][CH3:12])[N:16]=[CH:7][C:6]=2[CH:9]=1. The catalyst class is: 23. (5) Reactant: [Br:1][C:2]1[CH:3]=[CH:4][C:5]([C:8]([OH:10])=O)=[N:6][CH:7]=1.C(Cl)(=O)C(Cl)=O.[NH:17]1[CH2:22][CH2:21][O:20][CH2:19][CH2:18]1. Product: [Br:1][C:2]1[CH:3]=[CH:4][C:5]([C:8]([N:17]2[CH2:22][CH2:21][O:20][CH2:19][CH2:18]2)=[O:10])=[N:6][CH:7]=1. The catalyst class is: 34.